This data is from NCI-60 drug combinations with 297,098 pairs across 59 cell lines. The task is: Regression. Given two drug SMILES strings and cell line genomic features, predict the synergy score measuring deviation from expected non-interaction effect. (1) Drug 1: CC1C(C(CC(O1)OC2CC(CC3=C2C(=C4C(=C3O)C(=O)C5=C(C4=O)C(=CC=C5)OC)O)(C(=O)C)O)N)O.Cl. Drug 2: C1=NC(=NC(=O)N1C2C(C(C(O2)CO)O)O)N. Cell line: MALME-3M. Synergy scores: CSS=25.2, Synergy_ZIP=-4.28, Synergy_Bliss=3.92, Synergy_Loewe=-0.832, Synergy_HSA=-0.135. (2) Drug 1: C1=CC(=CC=C1C#N)C(C2=CC=C(C=C2)C#N)N3C=NC=N3. Drug 2: CCC(=C(C1=CC=CC=C1)C2=CC=C(C=C2)OCCN(C)C)C3=CC=CC=C3.C(C(=O)O)C(CC(=O)O)(C(=O)O)O. Cell line: LOX IMVI. Synergy scores: CSS=5.60, Synergy_ZIP=-1.67, Synergy_Bliss=-0.407, Synergy_Loewe=-0.620, Synergy_HSA=0.866. (3) Drug 1: C1CC(C1)(C(=O)O)C(=O)O.[NH2-].[NH2-].[Pt+2]. Drug 2: CCCCCOC(=O)NC1=NC(=O)N(C=C1F)C2C(C(C(O2)C)O)O. Cell line: A498. Synergy scores: CSS=4.37, Synergy_ZIP=-2.26, Synergy_Bliss=-1.97, Synergy_Loewe=-4.42, Synergy_HSA=-2.81.